The task is: Predict the reactants needed to synthesize the given product.. This data is from Full USPTO retrosynthesis dataset with 1.9M reactions from patents (1976-2016). (1) Given the product [C:1]1([S:7]([C:10]2[CH:11]=[CH:12][C:13]([OH:16])=[CH:14][CH:15]=2)(=[O:8])=[O:9])[CH:6]=[CH:5][CH:4]=[CH:3][CH:2]=1, predict the reactants needed to synthesize it. The reactants are: [C:1]1([S:7]([C:10]2[CH:15]=[CH:14][C:13]([O:16]C)=[CH:12][CH:11]=2)(=[O:9])=[O:8])[CH:6]=[CH:5][CH:4]=[CH:3][CH:2]=1.B(Br)(Br)Br.O. (2) Given the product [F:1][C:2]1[CH:3]=[N:4][C:5]2[C:10]([C:11]=1[CH2:12][CH2:13][N:14]1[CH2:19][CH:18]3[CH:16]([CH:17]3[NH:20][CH2:34][C:31]3[CH:32]=[CH:33][C:27]4[S:26][CH2:25][C:24](=[O:23])[NH:29][C:28]=4[N:30]=3)[CH2:15]1)=[N:9][C:8]([O:21][CH3:22])=[CH:7][CH:6]=2, predict the reactants needed to synthesize it. The reactants are: [F:1][C:2]1[CH:3]=[N:4][C:5]2[C:10]([C:11]=1[CH2:12][CH2:13][N:14]1[CH2:19][CH:18]3[CH:16]([CH:17]3[NH2:20])[CH2:15]1)=[N:9][C:8]([O:21][CH3:22])=[CH:7][CH:6]=2.[O:23]=[C:24]1[NH:29][C:28]2[N:30]=[C:31]([CH:34]=O)[CH:32]=[CH:33][C:27]=2[S:26][CH2:25]1.[BH4-].[Na+]. (3) Given the product [F:1][C:2]1[C:3]([NH:17][Si:22]([CH2:25][CH3:26])([CH2:23][CH3:24])[CH2:20][CH3:21])=[N:4][C:5]([O:8][CH2:9][C:10]2[CH:11]=[CH:12][C:13]([F:16])=[CH:14][CH:15]=2)=[N:6][CH:7]=1, predict the reactants needed to synthesize it. The reactants are: [F:1][C:2]1[C:3]([NH2:17])=[N:4][C:5]([O:8][CH2:9][C:10]2[CH:15]=[CH:14][C:13]([F:16])=[CH:12][CH:11]=2)=[N:6][CH:7]=1.[H-].[Na+].[CH2:20]([Si:22](Cl)([CH2:25][CH3:26])[CH2:23][CH3:24])[CH3:21].CCOCC. (4) Given the product [CH3:20][C:21]1[CH:26]=[C:25]([CH3:27])[N:24]=[C:23]([NH:28][C:29]2[CH:37]=[CH:36][C:32]([C:33]([NH:19][C:3]3[CH:4]=[CH:5][C:6]([N:8]4[CH2:12][CH2:11][CH:10]([N:13]5[CH2:17][CH2:16][CH2:15][CH:14]5[CH3:18])[CH2:9]4)=[CH:7][C:2]=3[CH3:1])=[O:34])=[CH:31][CH:30]=2)[N:22]=1, predict the reactants needed to synthesize it. The reactants are: [CH3:1][C:2]1[CH:7]=[C:6]([N:8]2[CH2:12][CH2:11][CH:10]([N:13]3[CH2:17][CH2:16][CH2:15][CH:14]3[CH3:18])[CH2:9]2)[CH:5]=[CH:4][C:3]=1[NH2:19].[CH3:20][C:21]1[CH:26]=[C:25]([CH3:27])[N:24]=[C:23]([NH:28][C:29]2[CH:37]=[CH:36][C:32]([C:33](O)=[O:34])=[CH:31][CH:30]=2)[N:22]=1. (5) Given the product [NH2:27][C:13]1[N:14]([CH3:17])[C:15](=[O:16])[C:11]2([C:4]3[C:5](=[CH:6][CH:7]=[C:2]([Br:1])[CH:3]=3)[O:8][CH:9]([C:20]3[CH:25]=[CH:24][CH:23]=[CH:22][C:21]=3[F:26])[CH2:10]2)[N:12]=1, predict the reactants needed to synthesize it. The reactants are: [Br:1][C:2]1[CH:3]=[C:4]2[C:11]3([C:15](=[O:16])[N:14]([CH3:17])[C:13](SC)=[N:12]3)[CH2:10][CH:9]([C:20]3[CH:25]=[CH:24][CH:23]=[CH:22][C:21]=3[F:26])[O:8][C:5]2=[CH:6][CH:7]=1.[NH4+:27].[I-].N.CCO. (6) Given the product [C:11]([O:10][C:8]([N:5]1[CH2:4][CH2:3][CH:2]([NH:1][CH2:20][C:17]2[CH:18]=[CH:19][S:15][CH:16]=2)[CH2:7][CH2:6]1)=[O:9])([CH3:14])([CH3:13])[CH3:12], predict the reactants needed to synthesize it. The reactants are: [NH2:1][CH:2]1[CH2:7][CH2:6][N:5]([C:8]([O:10][C:11]([CH3:14])([CH3:13])[CH3:12])=[O:9])[CH2:4][CH2:3]1.[S:15]1[CH:19]=[CH:18][C:17]([CH:20]=O)=[CH:16]1. (7) Given the product [NH2:27][C@@H:26]1[CH2:25][CH2:24][C@@H:23]([C:35]2[CH:40]=[CH:39][CH:38]=[C:37]([F:41])[C:36]=2[F:42])[CH2:22][N:21]2[C:17]([CH:15]([NH:14][S:12]([C:8]([CH3:9])([CH3:11])[CH3:10])=[O:13])[CH3:16])=[CH:18][N:19]=[C:20]12, predict the reactants needed to synthesize it. The reactants are: FC(F)(F)C(O)=O.[C:8]([S:12]([NH:14][CH:15]([C:17]1[N:21]2[CH2:22][C@H:23]([C:35]3[CH:40]=[CH:39][CH:38]=[C:37]([F:41])[C:36]=3[F:42])[CH2:24][CH2:25][C@@H:26]([NH:27]C(=O)OC(C)(C)C)[C:20]2=[N:19][CH:18]=1)[CH3:16])=[O:13])([CH3:11])([CH3:10])[CH3:9].C(=O)(O)[O-].[Na+]. (8) Given the product [ClH:25].[ClH:25].[Cl:25][C:23]1[C:22]2[C:17](=[CH:18][CH:19]=[CH:20][CH:21]=2)[N:16]=[C:15]([NH:14][CH:11]2[CH2:12][CH2:13][NH:8][CH2:9][CH2:10]2)[CH:24]=1, predict the reactants needed to synthesize it. The reactants are: C(OC([N:8]1[CH2:13][CH2:12][CH:11]([NH:14][C:15]2[CH:24]=[C:23]([Cl:25])[C:22]3[C:17](=[CH:18][CH:19]=[CH:20][CH:21]=3)[N:16]=2)[CH2:10][CH2:9]1)=O)(C)(C)C. (9) Given the product [CH3:29][N:24]([C:21]1[CH:22]=[CH:23][C:18]([N:14]2[C:12]3=[N:13][C:8]([NH:7][C:5]4[CH:4]=[N:3][N:2]([CH3:1])[CH:6]=4)=[N:9][CH:10]=[C:11]3[CH:16]=[N:15]2)=[CH:19][CH:20]=1)[S:25]([CH3:28])(=[O:26])=[O:27], predict the reactants needed to synthesize it. The reactants are: [CH3:1][N:2]1[CH:6]=[C:5]([NH:7][C:8]2[N:13]=[C:12]3[NH:14][N:15]=[CH:16][C:11]3=[CH:10][N:9]=2)[CH:4]=[N:3]1.Br[C:18]1[CH:23]=[CH:22][C:21]([N:24]([CH3:29])[S:25]([CH3:28])(=[O:27])=[O:26])=[CH:20][CH:19]=1.P([O-])([O-])([O-])=O.[K+].[K+].[K+].N[C@@H]1CCCC[C@H]1N. (10) The reactants are: Cl[C:2]1[N:10]=[C:9]2[C:5]([N:6]=[CH:7][N:8]2[CH3:11])=[C:4]([NH:12][C:13]2[CH:18]=[CH:17][C:16]([Cl:19])=[CH:15][CH:14]=2)[N:3]=1.[CH3:20][C:21]1[CH:22]=[N:23][NH:24][CH:25]=1. Given the product [Cl:19][C:16]1[CH:17]=[CH:18][C:13]([NH:12][C:4]2[N:3]=[C:2]([N:23]3[CH:22]=[C:21]([CH3:20])[CH:25]=[N:24]3)[N:10]=[C:9]3[C:5]=2[N:6]=[CH:7][N:8]3[CH3:11])=[CH:14][CH:15]=1, predict the reactants needed to synthesize it.